From a dataset of Full USPTO retrosynthesis dataset with 1.9M reactions from patents (1976-2016). Predict the reactants needed to synthesize the given product. (1) Given the product [CH3:24][O:25][C:26]1[CH:27]=[CH:28][C:29]([N:32]2[CH2:37][CH2:36][N:35]([C:13]([O:1][N:2]3[C:10](=[O:11])[CH:9]4[CH:4]([CH2:5][CH2:6][CH2:7][CH2:8]4)[C:3]3=[O:12])=[O:14])[CH2:34][CH2:33]2)=[CH:30][CH:31]=1, predict the reactants needed to synthesize it. The reactants are: [OH:1][N:2]1[C:10](=[O:11])[CH:9]2[CH:4]([CH2:5][CH2:6][CH2:7][CH2:8]2)[C:3]1=[O:12].[C:13]1(=O)C2C(CCCC2)C(=O)[O:14]1.[CH3:24][O:25][C:26]1[CH:31]=[CH:30][C:29]([N:32]2[CH2:37][CH2:36][NH:35][CH2:34][CH2:33]2)=[CH:28][CH:27]=1. (2) Given the product [OH:26][NH:27][C:3]([C:5]1[CH:14]=[CH:13][C:12]2[CH2:11][CH2:10][CH:9]([NH:15][S:22]([C:18]3[CH:17]=[N:16][CH:21]=[CH:20][CH:19]=3)(=[O:24])=[O:23])[CH2:8][C:7]=2[CH:6]=1)=[O:4], predict the reactants needed to synthesize it. The reactants are: CO[C:3]([C:5]1[CH:14]=[CH:13][C:12]2[CH2:11][CH2:10][CH:9]([NH2:15])[CH2:8][C:7]=2[CH:6]=1)=[O:4].[N:16]1[CH:21]=[CH:20][CH:19]=[C:18]([S:22](Cl)(=[O:24])=[O:23])[CH:17]=1.[OH:26][NH2:27].[OH-].[K+]. (3) Given the product [Cl:14][C:5]1[C:6]([C:8]2[N:13]=[CH:12][CH:11]=[CH:10][N:9]=2)=[CH:7][C:2]([N:27]2[CH2:26][CH2:25][C:23]3[N:24]=[C:19]([NH:18][CH:15]4[CH2:16][CH2:17]4)[N:20]=[CH:21][C:22]=3[CH2:28]2)=[N:3][CH:4]=1, predict the reactants needed to synthesize it. The reactants are: Cl[C:2]1[CH:7]=[C:6]([C:8]2[N:13]=[CH:12][CH:11]=[CH:10][N:9]=2)[C:5]([Cl:14])=[CH:4][N:3]=1.[CH:15]1([NH:18][C:19]2[N:20]=[CH:21][C:22]3[CH2:28][NH:27][CH2:26][CH2:25][C:23]=3[N:24]=2)[CH2:17][CH2:16]1.CCOC(C)=O.O. (4) Given the product [OH:1][C:2]([CH3:40])([CH3:41])[CH2:3][O:4][C@H:5]1[CH2:10][CH2:9][C@H:8]([N:11]2[C:16](=[O:17])[C:15]([CH2:18][C:19]3[CH:24]=[CH:23][C:22]([C:25]4[CH:30]=[CH:29][CH:28]=[CH:27][C:26]=4[C:31]4[NH:54][N:53]=[N:52][N:32]=4)=[CH:21][CH:20]=3)=[C:14]([CH2:33][CH2:34][CH3:35])[N:13]3[N:36]=[C:37]([CH3:39])[N:38]=[C:12]23)[CH2:7][CH2:6]1, predict the reactants needed to synthesize it. The reactants are: [OH:1][C:2]([CH3:41])([CH3:40])[CH2:3][O:4][C@H:5]1[CH2:10][CH2:9][C@H:8]([N:11]2[C:16](=[O:17])[C:15]([CH2:18][C:19]3[CH:24]=[CH:23][C:22]([C:25]4[C:26]([C:31]#[N:32])=[CH:27][CH:28]=[CH:29][CH:30]=4)=[CH:21][CH:20]=3)=[C:14]([CH2:33][CH2:34][CH3:35])[N:13]3[N:36]=[C:37]([CH3:39])[N:38]=[C:12]23)[CH2:7][CH2:6]1.C([Sn](=O)CCCC)CCC.[N:52]([Si](C)(C)C)=[N+:53]=[N-:54].[F-].C([N+](CCCC)(CCCC)CCCC)CCC. (5) Given the product [CH2:1]([O:8][C:9](=[O:32])[CH2:10][C@@H:11]([C:47]1[CH:51]=[CH:50][N:49]([C:52]2[CH:57]=[CH:56][C:55]([F:58])=[CH:54][CH:53]=2)[CH:48]=1)[C:12]([NH:14][C@H:15]([C:20](=[O:23])[NH:21][CH3:22])[C:16]([CH3:17])([CH3:18])[CH3:19])=[O:13])[C:2]1[CH:3]=[CH:4][CH:5]=[CH:6][CH:7]=1, predict the reactants needed to synthesize it. The reactants are: [CH2:1]([O:8][C:9](=[O:32])[CH2:10][C@@H:11](NC(OC(C)(C)C)=O)[C:12]([NH:14][C@H:15]([C:20](=[O:23])[NH:21][CH3:22])[C:16]([CH3:19])([CH3:18])[CH3:17])=[O:13])[C:2]1[CH:7]=[CH:6][CH:5]=[CH:4][CH:3]=1.C(OC(=O)C[C@@H]([C:47]1[CH:51]=[CH:50][N:49]([C:52]2[CH:57]=[CH:56][C:55]([F:58])=[CH:54][CH:53]=2)[CH:48]=1)C(O)=O)C1C=CC=CC=1.CNC(=O)[C@H](C(C)(C)C)N.CN(C(ON1N=NC2C=CC=CC1=2)=[N+](C)C)C.[B-](F)(F)(F)F.